This data is from CYP2C9 inhibition data for predicting drug metabolism from PubChem BioAssay. The task is: Regression/Classification. Given a drug SMILES string, predict its absorption, distribution, metabolism, or excretion properties. Task type varies by dataset: regression for continuous measurements (e.g., permeability, clearance, half-life) or binary classification for categorical outcomes (e.g., BBB penetration, CYP inhibition). Dataset: cyp2c9_veith. (1) The drug is COc1ncc2nc(-c3ccc(F)cc3)c(=O)n(C)c2n1. The result is 0 (non-inhibitor). (2) The molecule is Fc1ccc(C(OCCCc2cnc[nH]2)c2ccc(F)cc2)cc1. The result is 1 (inhibitor). (3) The molecule is Cc1cc(O)c(C(C)C)cc1C1(c2cc(C(C)C)c(O)cc2C)OC(=O)c2ccccc21. The result is 1 (inhibitor). (4) The compound is Cc1cc(C(F)F)n2ncc(C(=O)NCc3ccccc3C(F)(F)F)c2n1. The result is 0 (non-inhibitor). (5) The molecule is CCCC(=O)Nc1nnc(SCC(=O)NCc2cccs2)s1. The result is 0 (non-inhibitor). (6) The result is 0 (non-inhibitor). The compound is CCCCCCCCCCCC1=C(O)C(=O)C=C(O)C1=O. (7) The molecule is CC(=O)Nc1ccc(S(=O)(=O)N2CCN(c3cc4c(cc3[N+](=O)[O-])n(C)c(=O)n4C)CC2)cc1. The result is 1 (inhibitor). (8) The molecule is Cc1ccn2cc(CSc3ccccc3N)nc2c1. The result is 0 (non-inhibitor). (9) The result is 0 (non-inhibitor). The drug is CN(C)CCCN1c2ccccc2Sc2ccc3ccccc3c21.